Task: Predict the product of the given reaction.. Dataset: Forward reaction prediction with 1.9M reactions from USPTO patents (1976-2016) (1) Given the reactants [F:1][C:2]1[NH:6][N:5]=[CH:4][C:3]=1[C:7]1[NH:8][C:9]2[N:10]([N:17]=[CH:18][C:19]=2[C:20]#[N:21])[C:11](=[O:16])[C:12]=1[CH:13]([CH3:15])[CH3:14].I[CH:23]([CH3:25])[CH3:24].C([O-])([O-])=O.[Cs+].[Cs+], predict the reaction product. The product is: [F:1][C:2]1[C:3]([C:7]2[NH:8][C:9]3[N:10]([N:17]=[CH:18][C:19]=3[C:20]#[N:21])[C:11](=[O:16])[C:12]=2[CH:13]([CH3:15])[CH3:14])=[CH:4][N:5]([CH:23]([CH3:25])[CH3:24])[N:6]=1. (2) Given the reactants [CH:1]1([CH2:4][N:5]2[CH2:10][CH2:9][N:8]([C:11]3[CH:16]=[CH:15][CH:14]=[CH:13][C:12]=3[CH:17]3[CH2:22][C:21]([CH3:24])([CH3:23])[CH2:20][C:19]([CH3:26])([CH3:25])[CH2:18]3)[CH2:7][CH2:6]2)[CH2:3][CH2:2]1.[C:27]1([S:33]([OH:36])(=[O:35])=[O:34])[CH:32]=[CH:31][CH:30]=[CH:29][CH:28]=1, predict the reaction product. The product is: [C:27]1([S:33]([OH:36])(=[O:35])=[O:34])[CH:32]=[CH:31][CH:30]=[CH:29][CH:28]=1.[CH:1]1([CH2:4][N:5]2[CH2:6][CH2:7][N:8]([C:11]3[CH:16]=[CH:15][CH:14]=[CH:13][C:12]=3[CH:17]3[CH2:18][C:19]([CH3:26])([CH3:25])[CH2:20][C:21]([CH3:24])([CH3:23])[CH2:22]3)[CH2:9][CH2:10]2)[CH2:3][CH2:2]1. (3) Given the reactants [CH3:1][O:2][C:3]1[CH:8]=[CH:7][C:6]([N+:9]([O-])=O)=[CH:5][C:4]=1[N:12]1[CH2:17][CH2:16][O:15][CH2:14][CH2:13]1, predict the reaction product. The product is: [CH3:1][O:2][C:3]1[CH:8]=[CH:7][C:6]([NH2:9])=[CH:5][C:4]=1[N:12]1[CH2:17][CH2:16][O:15][CH2:14][CH2:13]1. (4) Given the reactants Br[CH2:2][CH2:3][C@@:4]1([CH3:17])[C:9]([O:10][CH3:11])=[N:8][C@H:7]([CH:12]([CH3:14])[CH3:13])[C:6]([O:15][CH3:16])=[N:5]1.[NH:18]1[CH2:22][CH2:21][CH2:20][CH2:19]1, predict the reaction product. The product is: [CH:12]([C@@H:7]1[C:6]([O:15][CH3:16])=[N:5][C@@:4]([CH3:17])([CH2:3][CH2:2][N:18]2[CH2:22][CH2:21][CH2:20][CH2:19]2)[C:9]([O:10][CH3:11])=[N:8]1)([CH3:14])[CH3:13].